From a dataset of Forward reaction prediction with 1.9M reactions from USPTO patents (1976-2016). Predict the product of the given reaction. (1) Given the reactants [Br:1][C:2]1[CH:3]=[CH:4][C:5]([F:16])=[C:6]([CH:15]=1)[CH:7]=[N:8][CH2:9][CH:10](OC)OC.S(=O)(=O)(O)O, predict the reaction product. The product is: [Br:1][C:2]1[CH:3]=[CH:4][C:5]([F:16])=[C:6]2[C:15]=1[CH:10]=[CH:9][N:8]=[CH:7]2. (2) Given the reactants [H-].[Na+].[N:3]1([CH2:8][C:9]2[CH:14]=[CH:13][C:12]([OH:15])=[CH:11][CH:10]=2)[CH2:7][CH2:6][CH2:5][CH2:4]1.CS(O[CH:21]1[CH2:24][N:23]([C:25]([O:27][C:28]([CH3:31])([CH3:30])[CH3:29])=[O:26])[CH2:22]1)(=O)=O.O, predict the reaction product. The product is: [N:3]1([CH2:8][C:9]2[CH:10]=[CH:11][C:12]([O:15][CH:21]3[CH2:22][N:23]([C:25]([O:27][C:28]([CH3:31])([CH3:30])[CH3:29])=[O:26])[CH2:24]3)=[CH:13][CH:14]=2)[CH2:7][CH2:6][CH2:5][CH2:4]1. (3) The product is: [CH2:1]([C@H:8]1[CH2:13][N:12]([C:14]2[CH:19]=[CH:18][C:17]([O:20][CH3:21])=[C:16]([O:22][CH:23]3[CH2:27][CH2:26][CH2:25][CH2:24]3)[CH:15]=2)[CH2:11][CH2:10][N:9]1[C:28](=[O:36])[CH2:29][CH2:30][C:31]([NH:38][CH3:37])=[O:33])[C:2]1[CH:7]=[CH:6][CH:5]=[CH:4][CH:3]=1. Given the reactants [CH2:1]([C@H:8]1[CH2:13][N:12]([C:14]2[CH:19]=[CH:18][C:17]([O:20][CH3:21])=[C:16]([O:22][CH:23]3[CH2:27][CH2:26][CH2:25][CH2:24]3)[CH:15]=2)[CH2:11][CH2:10][N:9]1[C:28](=[O:36])[CH2:29][CH2:30][C:31]([O:33]CC)=O)[C:2]1[CH:7]=[CH:6][CH:5]=[CH:4][CH:3]=1.[CH3:37][NH2:38].[C-]#N.[Na+], predict the reaction product. (4) Given the reactants Cl[C:2]1[N:11]=[C:10]([N:12]([C:14]2[CH:15]=[N:16][C:17]([O:20][CH3:21])=[CH:18][CH:19]=2)[CH3:13])[C:9]2[C:4](=[CH:5][CH:6]=[CH:7][CH:8]=2)[N:3]=1.[CH2:22]([CH2:24][NH2:25])[OH:23], predict the reaction product. The product is: [OH:23][CH2:22][CH2:24][NH:25][C:2]1[N:11]=[C:10]([N:12]([C:14]2[CH:15]=[N:16][C:17]([O:20][CH3:21])=[CH:18][CH:19]=2)[CH3:13])[C:9]2[C:4](=[CH:5][CH:6]=[CH:7][CH:8]=2)[N:3]=1.